This data is from Peptide-MHC class I binding affinity with 185,985 pairs from IEDB/IMGT. The task is: Regression. Given a peptide amino acid sequence and an MHC pseudo amino acid sequence, predict their binding affinity value. This is MHC class I binding data. The peptide sequence is CEEGKLCYLT. The MHC is HLA-B40:01 with pseudo-sequence HLA-B40:01. The binding affinity (normalized) is 0.